This data is from Full USPTO retrosynthesis dataset with 1.9M reactions from patents (1976-2016). The task is: Predict the reactants needed to synthesize the given product. (1) Given the product [CH2:7]([C:14]1[CH:44]=[C:43]([Cl:45])[CH:42]=[CH:41][C:15]=1[O:16][CH2:17][CH2:18][CH2:19][N:20]([CH:21]([C:30]1[CH:31]=[CH:32][C:33]([O:36][CH3:37])=[CH:34][CH:35]=1)[C:22]1[CH:27]=[CH:26][C:25]([O:28][CH3:29])=[CH:24][CH:23]=1)[CH2:38][CH2:39][NH2:40])[C:8]1[CH:13]=[CH:12][CH:11]=[CH:10][CH:9]=1, predict the reactants needed to synthesize it. The reactants are: [H-].[H-].[H-].[H-].[Li+].[Al+3].[CH2:7]([C:14]1[CH:44]=[C:43]([Cl:45])[CH:42]=[CH:41][C:15]=1[O:16][CH2:17][CH2:18][CH2:19][N:20]([CH2:38][C:39]#[N:40])[CH:21]([C:30]1[CH:35]=[CH:34][C:33]([O:36][CH3:37])=[CH:32][CH:31]=1)[C:22]1[CH:27]=[CH:26][C:25]([O:28][CH3:29])=[CH:24][CH:23]=1)[C:8]1[CH:13]=[CH:12][CH:11]=[CH:10][CH:9]=1.CO.[C@H](O)(C([O-])=O)[C@@H](O)C([O-])=O.[Na+].[K+]. (2) The reactants are: [F:1][C:2]1[CH:7]=[CH:6][C:5]([C:8]2[C:21](=[O:22])[N:20]([CH3:23])[C:11]3[N:12]([CH3:19])[C:13]4[C:18]([C:10]=3[CH:9]=2)=[CH:17][CH:16]=[CH:15][CH:14]=4)=[CH:4][CH:3]=1.[C:24](Cl)(=[O:27])[CH2:25][CH3:26]. Given the product [F:1][C:2]1[CH:3]=[CH:4][C:5]([C:8]2[C:21](=[O:22])[N:20]([CH3:23])[C:11]3[N:12]([CH3:19])[C:13]4[C:18]([C:10]=3[CH:9]=2)=[CH:17][C:16]([C:24](=[O:27])[CH2:25][CH3:26])=[CH:15][CH:14]=4)=[CH:6][CH:7]=1, predict the reactants needed to synthesize it. (3) Given the product [CH3:13][N:14]([CH2:15][CH2:16][CH3:17])[C:8](=[O:9])[C:7]1[CH:11]=[CH:12][C:4]([N+:1]([O-:3])=[O:2])=[CH:5][CH:6]=1, predict the reactants needed to synthesize it. The reactants are: [N+:1]([C:4]1[CH:12]=[CH:11][C:7]([C:8](Cl)=[O:9])=[CH:6][CH:5]=1)([O-:3])=[O:2].[CH3:13][NH:14][CH2:15][CH2:16][CH3:17].C(=O)([O-])[O-].[K+].[K+].Cl. (4) The reactants are: [CH:1]1([C:5]([C:7]2[CH:8]=[N:9][C:10]3[C:15]([C:16]=2Cl)=[N:14][C:13]([Cl:18])=[CH:12][CH:11]=3)=[O:6])[CH2:4][CH2:3][CH2:2]1.[CH3:19][N:20]([CH2:22][C@H:23]1[CH2:28][CH2:27][C@H:26]([NH2:29])[CH2:25][CH2:24]1)[CH3:21]. Given the product [Cl:18][C:13]1[N:14]=[C:15]2[C:10](=[CH:11][CH:12]=1)[N:9]=[CH:8][C:7]([C:5]([CH:1]1[CH2:4][CH2:3][CH2:2]1)=[O:6])=[C:16]2[NH:29][CH:26]1[CH2:27][CH2:28][CH:23]([CH2:22][N:20]([CH3:21])[CH3:19])[CH2:24][CH2:25]1, predict the reactants needed to synthesize it. (5) Given the product [F:9][CH2:10][C:11]1[N:16]=[C:15]([OH:17])[C:14]([N+:1]([O-:4])=[O:2])=[C:13]([OH:18])[N:12]=1, predict the reactants needed to synthesize it. The reactants are: [N+:1]([O-:4])(O)=[O:2].C(O)(=O)C.[F:9][CH2:10][C:11]1[N:16]=[C:15]([OH:17])[CH:14]=[C:13]([OH:18])[N:12]=1.